From a dataset of Forward reaction prediction with 1.9M reactions from USPTO patents (1976-2016). Predict the product of the given reaction. (1) Given the reactants [C:1]([O:5][C:6]([N:8]([C:10]1[CH:11]=[C:12]([CH:55]=[CH:56][C:57]=1[N+:58]([O-])=O)[O:13][C:14]1[CH:54]=[CH:53][C:17]([CH2:18][NH:19][C:20]([C:22]2[CH:23]=[C:24]([CH3:52])[C:25]3[N:29]=[C:28]([CH2:30][CH2:31][CH3:32])[N:27]([CH2:33][C:34]4[CH:39]=[CH:38][C:37]([C:40]5[CH:45]=[CH:44][CH:43]=[CH:42][C:41]=5[C:46]5[NH:50][N:49]=[N:48][N:47]=5)=[CH:36][CH:35]=4)[C:26]=3[CH:51]=2)=[O:21])=[CH:16][CH:15]=1)[CH3:9])=[O:7])([CH3:4])([CH3:3])[CH3:2], predict the reaction product. The product is: [NH2:58][C:57]1[CH:56]=[CH:55][C:12]([O:13][C:14]2[CH:15]=[CH:16][C:17]([CH2:18][NH:19][C:20]([C:22]3[CH:23]=[C:24]([CH3:52])[C:25]4[N:29]=[C:28]([CH2:30][CH2:31][CH3:32])[N:27]([CH2:33][C:34]5[CH:39]=[CH:38][C:37]([C:40]6[CH:45]=[CH:44][CH:43]=[CH:42][C:41]=6[C:46]6[NH:47][N:48]=[N:49][N:50]=6)=[CH:36][CH:35]=5)[C:26]=4[CH:51]=3)=[O:21])=[CH:53][CH:54]=2)=[CH:11][C:10]=1[N:8]([C:6]([O:5][C:1]([CH3:2])([CH3:4])[CH3:3])=[O:7])[CH3:9]. (2) Given the reactants [CH2:1]([O:3][C:4]([C:6]1[N:7]=[C:8](I)[C:9]2[C:14]([C:15]=1[OH:16])=[CH:13][CH:12]=[C:11]([O:17][C:18]1[CH:23]=[C:22]([F:24])[CH:21]=[CH:20][C:19]=1[Cl:25])[CH:10]=2)=[O:5])[CH3:2].[C:27]([Cu])#[N:28], predict the reaction product. The product is: [CH2:1]([O:3][C:4]([C:6]1[N:7]=[C:8]([C:27]#[N:28])[C:9]2[C:14]([C:15]=1[OH:16])=[CH:13][CH:12]=[C:11]([O:17][C:18]1[CH:23]=[C:22]([F:24])[CH:21]=[CH:20][C:19]=1[Cl:25])[CH:10]=2)=[O:5])[CH3:2].